Dataset: Forward reaction prediction with 1.9M reactions from USPTO patents (1976-2016). Task: Predict the product of the given reaction. (1) Given the reactants [CH3:1][O:2][C:3]1[C:8]2[C:9](=[O:23])[O:10][C:11]([C:13]3[C:22]4[C:17](=[CH:18][CH:19]=[CH:20][CH:21]=4)[CH:16]=[CH:15][CH:14]=3)=[N:12][C:7]=2[CH:6]=[CH:5][CH:4]=1.[N:24]1([CH2:30][CH2:31][NH2:32])[CH2:29][CH2:28][O:27][CH2:26][CH2:25]1, predict the reaction product. The product is: [CH3:1][O:2][C:3]1[C:8]([C:9]([NH:32][CH2:31][CH2:30][N:24]2[CH2:29][CH2:28][O:27][CH2:26][CH2:25]2)=[O:23])=[C:7]([NH:12][C:11]([C:13]2[C:22]3[C:17](=[CH:18][CH:19]=[CH:20][CH:21]=3)[CH:16]=[CH:15][CH:14]=2)=[O:10])[CH:6]=[CH:5][CH:4]=1. (2) Given the reactants [OH:1][C:2]1[CH:3]=[CH:4][C:5]([O:10][CH3:11])=[C:6]([CH:9]=1)[CH:7]=[O:8].Cl.Cl[CH2:14][C:15]1[C:16]([C:21]2[N:25]([CH:26]([CH3:28])[CH3:27])[N:24]=[CH:23][CH:22]=2)=[N:17][CH:18]=[CH:19][CH:20]=1.C([O-])([O-])=O.[K+].[K+], predict the reaction product. The product is: [CH:26]([N:25]1[C:21]([C:16]2[C:15]([CH2:14][O:1][C:2]3[CH:3]=[CH:4][C:5]([O:10][CH3:11])=[C:6]([CH:9]=3)[CH:7]=[O:8])=[CH:20][CH:19]=[CH:18][N:17]=2)=[CH:22][CH:23]=[N:24]1)([CH3:28])[CH3:27]. (3) The product is: [CH3:1][C:2]1([CH3:13])[C:11]2[C:6](=[CH:7][CH:8]=[CH:9][CH:10]=2)[C:5](=[N:14][OH:15])[CH2:4][CH2:3]1. Given the reactants [CH3:1][C:2]1([CH3:13])[C:11]2[C:6](=[CH:7][CH:8]=[CH:9][CH:10]=2)[C:5](=O)[CH2:4][CH2:3]1.[NH2:14][OH:15].Cl.CC([O-])=O.[Na+], predict the reaction product. (4) Given the reactants C[O:2][C:3](=[O:63])[C@@H:4]([NH:20][C:21]([CH:23]1[CH2:32][C:31]2[CH:30]=[C:29]3[O:33][CH2:34][C@H:35]([C:37]4[CH:42]=[CH:41][C:40]([O:43][CH2:44][C:45]5[CH:50]=[CH:49][C:48]([Cl:51])=[C:47]([Cl:52])[CH:46]=5)=[CH:39][CH:38]=4)[O:36][C:28]3=[CH:27][C:26]=2[CH2:25][N:24]1[S:53]([C:56]1[S:60][C:59]([NH2:61])=[N:58][C:57]=1[CH3:62])(=[O:55])=[O:54])=[O:22])[CH2:5][C:6]1[CH:11]=[CH:10][C:9]([C:12]2[CH:17]=[CH:16][C:15]([C:18]#[N:19])=[CH:14][CH:13]=2)=[CH:8][CH:7]=1.C([N:71]1[CH2:78][CH2:77][CH2:76][C@H:72]1[C:73]([OH:75])=O)(OC(C)(C)C)=O, predict the reaction product. The product is: [C:18]([C:15]1[CH:14]=[CH:13][C:12]([C:9]2[CH:8]=[CH:7][C:6]([CH2:5][C@H:4]([NH:20][C:21]([CH:23]3[CH2:32][C:31]4[CH:30]=[C:29]5[O:33][CH2:34][C@H:35]([C:37]6[CH:38]=[CH:39][C:40]([O:43][CH2:44][C:45]7[CH:50]=[CH:49][C:48]([Cl:51])=[C:47]([Cl:52])[CH:46]=7)=[CH:41][CH:42]=6)[O:36][C:28]5=[CH:27][C:26]=4[CH2:25][N:24]3[S:53]([C:56]3[S:60][C:59]([NH:61][C:73]([C@@H:72]4[CH2:76][CH2:77][CH2:78][NH:71]4)=[O:75])=[N:58][C:57]=3[CH3:62])(=[O:54])=[O:55])=[O:22])[C:3]([OH:63])=[O:2])=[CH:11][CH:10]=2)=[CH:17][CH:16]=1)#[N:19]. (5) Given the reactants C[O:2][C:3](=O)[CH2:4][NH:5][C:6]1[CH:11]=[C:10]([CH3:12])[C:9]([C:13]2[NH:17][C:16]3[CH:18]=[CH:19][C:20]([C:22](=[O:32])[NH:23][C:24]4[CH:29]=[CH:28][C:27]([CH3:30])=[C:26]([CH3:31])[CH:25]=4)=[CH:21][C:15]=3[N:14]=2)=[C:8]([CH3:33])[CH:7]=1.[H-].[H-].[H-].[H-].[Li+].[Al+3], predict the reaction product. The product is: [CH3:31][C:26]1[CH:25]=[C:24]([NH:23][C:22]([C:20]2[CH:19]=[CH:18][C:16]3[NH:17][C:13]([C:9]4[C:8]([CH3:33])=[CH:7][C:6]([NH:5][CH2:4][CH2:3][OH:2])=[CH:11][C:10]=4[CH3:12])=[N:14][C:15]=3[CH:21]=2)=[O:32])[CH:29]=[CH:28][C:27]=1[CH3:30]. (6) The product is: [CH3:15][O:14][C:12]([C:5]1[C:6]([C:8]([F:11])([F:10])[F:9])=[N:7][C:2]([NH:20][C:19]2[CH:21]=[CH:22][CH:23]=[C:17]([Cl:16])[CH:18]=2)=[N:3][CH:4]=1)=[O:13]. Given the reactants Cl[C:2]1[N:7]=[C:6]([C:8]([F:11])([F:10])[F:9])[C:5]([C:12]([O:14][CH3:15])=[O:13])=[CH:4][N:3]=1.[Cl:16][C:17]1[CH:18]=[C:19]([CH:21]=[CH:22][CH:23]=1)[NH2:20], predict the reaction product. (7) The product is: [Cl:24][C:17]1[N:16]=[C:15]2[C:20]([N:21]=[CH:22][N:14]2[C@@H:12]2[CH2:13][C@H:9]([N:8]3[N:35]=[C:34]([CH2:32][CH3:33])[CH:38]=[N:37]3)[CH:10]=[CH:11]2)=[C:19]([Cl:23])[N:18]=1. Given the reactants C([N:8](C(OC(C)(C)C)=O)[C@H:9]1[CH2:13][C@@H:12]([N:14]2[CH:22]=[N:21][C:20]3[C:15]2=[N:16][C:17]([Cl:24])=[N:18][C:19]=3[Cl:23])[CH:11]=[CH:10]1)(OC(C)(C)C)=O.[CH2:32]([C:34]1[CH:38]=[N:37]N[N:35]=1)[CH3:33], predict the reaction product. (8) Given the reactants [Br:1][C:2]1[CH:7]=[CH:6][C:5]([CH2:8][C:9]2[C:10]([OH:17])=[N:11][NH:12][C:13]=2[CH:14]([CH3:16])[CH3:15])=[C:4]([CH3:18])[CH:3]=1.[C:19]([O:22][C@@H:23]1[C@@H:28]([O:29][C:30](=[O:32])[CH3:31])[C@H:27]([O:33][C:34](=[O:36])[CH3:35])[C@@H:26]([CH2:37][O:38][C:39](=[O:41])[CH3:40])[O:25][C@@H:24]1Br)(=[O:21])[CH3:20].ClCCl.C(=O)([O-])[O-].[K+].[K+], predict the reaction product. The product is: [C:19]([O:22][C@@H:23]1[C@@H:28]([O:29][C:30](=[O:32])[CH3:31])[C@H:27]([O:33][C:34](=[O:36])[CH3:35])[C@@H:26]([CH2:37][O:38][C:39](=[O:41])[CH3:40])[O:25][C@H:24]1[O:17][C:10]1[C:9]([CH2:8][C:5]2[CH:6]=[CH:7][C:2]([Br:1])=[CH:3][C:4]=2[CH3:18])=[C:13]([CH:14]([CH3:15])[CH3:16])[NH:12][N:11]=1)(=[O:21])[CH3:20]. (9) Given the reactants [NH2:1][C:2]1[C:12]([CH3:13])=[CH:11][C:10](Br)=[CH:9][C:3]=1[C:4]([O:6][CH2:7][CH3:8])=[O:5].[Cu](C#N)[C:16]#[N:17], predict the reaction product. The product is: [NH2:1][C:2]1[C:12]([CH3:13])=[CH:11][C:10]([C:16]#[N:17])=[CH:9][C:3]=1[C:4]([O:6][CH2:7][CH3:8])=[O:5]. (10) Given the reactants [CH3:1][CH:2]([CH2:4][CH2:5][CH2:6][C@H:7]([C@@H:9]1[C@:27]2([CH3:28])[C@H:12]([C@H:13]3[C@H:24]([CH2:25][CH2:26]2)[C@:22]2([CH3:23])[C:16]([CH2:17][C@H:18]([CH2:20][CH2:21]2)[OH:19])=[CH:15][CH2:14]3)[CH2:11][CH2:10]1)[CH3:8])[CH3:3].[C:29]1(=[O:35])[O:34][C:32](=[O:33])[CH2:31][CH2:30]1.Cl, predict the reaction product. The product is: [C:29]([OH:34])(=[O:35])[CH2:30][CH2:31][C:32]([OH:19])=[O:33].[CH3:3][CH:2]([CH2:4][CH2:5][CH2:6][C@H:7]([C@@H:9]1[C@:27]2([CH3:28])[C@H:12]([C@H:13]3[C@H:24]([CH2:25][CH2:26]2)[C@:22]2([CH3:23])[C:16]([CH2:17][C@H:18]([CH2:20][CH2:21]2)[OH:19])=[CH:15][CH2:14]3)[CH2:11][CH2:10]1)[CH3:8])[CH3:1].